From a dataset of Forward reaction prediction with 1.9M reactions from USPTO patents (1976-2016). Predict the product of the given reaction. The product is: [Br:1][C:2]1[CH:3]=[C:4]([CH:15]([C:18]2[CH:19]=[CH:20][CH:21]=[CH:22][CH:23]=2)[CH:16]=[CH2:17])[C:5]([O:11][CH2:12][CH2:13][CH3:14])=[C:6]([CH:7]=1)[NH2:8]. Given the reactants [Br:1][C:2]1[CH:3]=[C:4]([CH:15]([C:18]2[CH:23]=[CH:22][CH:21]=[CH:20][CH:19]=2)[CH:16]=[CH2:17])[C:5]([O:11][CH2:12][CH2:13][CH3:14])=[C:6]([N+:8]([O-])=O)[CH:7]=1.O.[Cl-].[NH4+], predict the reaction product.